This data is from Forward reaction prediction with 1.9M reactions from USPTO patents (1976-2016). The task is: Predict the product of the given reaction. (1) Given the reactants [C:1]([O:5][C:6]([NH:8][CH2:9][C:10]1[CH:18]=[CH:17][C:13]([C:14]([OH:16])=O)=[CH:12][CH:11]=1)=[O:7])([CH3:4])([CH3:3])[CH3:2].[C:19]1([NH2:26])[CH:24]=[CH:23][CH:22]=[CH:21][C:20]=1[NH2:25].CCN=C=NCCCN(C)C.C1C=CC2N(O)N=NC=2C=1, predict the reaction product. The product is: [C:1]([O:5][C:6](=[O:7])[NH:8][CH2:9][C:10]1[CH:11]=[CH:12][C:13]([C:14](=[O:16])[NH:25][C:20]2[CH:21]=[CH:22][CH:23]=[CH:24][C:19]=2[NH2:26])=[CH:17][CH:18]=1)([CH3:2])([CH3:3])[CH3:4]. (2) Given the reactants [NH2:1][C:2]1[N:7]=[C:6](Br)[C:5]([C:9]#[N:10])=[C:4]([S:11][CH3:12])[N:3]=1.[CH3:13][O:14][C:15]1[CH:20]=[CH:19][CH:18]=[CH:17][C:16]=1B(O)O.C(=O)([O-])[O-].[K+].[K+], predict the reaction product. The product is: [NH2:1][C:2]1[N:7]=[C:6]([C:16]2[CH:17]=[CH:18][CH:19]=[CH:20][C:15]=2[O:14][CH3:13])[C:5]([C:9]#[N:10])=[C:4]([S:11][CH3:12])[N:3]=1. (3) The product is: [CH2:1]([O:4][C:5]1[CH:6]=[C:7]2[C:16](=[CH:17][CH:18]=1)[N:15]=[CH:14][C:13]1[O:12][CH2:11][CH:10]([C@H:19]3[CH2:24][CH2:23][C@H:22]([NH:25][C:26]([C:28]4[CH:29]=[CH:30][C:31]5[S:36][CH2:35][C:34](=[O:37])[NH:33][C:32]=5[CH:38]=4)=[O:27])[CH2:21][CH2:20]3)[CH2:9][C:8]2=1)[CH3:2]. Given the reactants [CH2:1](I)[CH3:2].[OH:4][C:5]1[CH:6]=[C:7]2[C:16](=[CH:17][CH:18]=1)[N:15]=[CH:14][C:13]1[O:12][CH2:11][CH:10]([C@H:19]3[CH2:24][CH2:23][C@H:22]([NH:25][C:26]([C:28]4[CH:29]=[CH:30][C:31]5[S:36][CH2:35][C:34](=[O:37])[NH:33][C:32]=5[CH:38]=4)=[O:27])[CH2:21][CH2:20]3)[CH2:9][C:8]2=1.[H-].[Na+], predict the reaction product. (4) Given the reactants [CH3:1][O:2][C:3]([NH:5][C@H:6]([C:11]([NH:13][N:14]=[CH:15][C:16]1[CH:21]=[CH:20][C:19]([C:22]2[CH:27]=[CH:26][CH:25]=[CH:24][N:23]=2)=[CH:18][CH:17]=1)=[O:12])[C:7]([CH3:10])([CH3:9])[CH3:8])=[O:4].C([O-])=O.[Na+], predict the reaction product. The product is: [CH3:1][O:2][C:3]([NH:5][C@H:6]([C:11]([NH:13][NH:14][CH2:15][C:16]1[CH:21]=[CH:20][C:19]([C:22]2[CH:27]=[CH:26][CH:25]=[CH:24][N:23]=2)=[CH:18][CH:17]=1)=[O:12])[C:7]([CH3:10])([CH3:9])[CH3:8])=[O:4]. (5) Given the reactants [C:1]([NH2:9])(=[S:8])[C:2]1[CH:7]=[CH:6][CH:5]=[CH:4][CH:3]=1.Br[CH2:11][C:12]([C:14]1[CH:23]=[CH:22][C:21]2[C:16](=[CH:17][CH:18]=[C:19]([O:24][CH3:25])[CH:20]=2)[CH:15]=1)=O, predict the reaction product. The product is: [CH3:25][O:24][C:19]1[CH:20]=[C:21]2[C:16](=[CH:17][CH:18]=1)[CH:15]=[C:14]([C:12]1[N:9]=[C:1]([C:2]3[CH:7]=[CH:6][CH:5]=[CH:4][CH:3]=3)[S:8][CH:11]=1)[CH:23]=[CH:22]2. (6) Given the reactants [CH3:1][N:2]1[CH:6]=[C:5]([N:7]2[C:11](=[O:12])[NH:10][N:9]=[N:8]2)[C:4]([CH3:13])=[N:3]1.[C:14](=O)([O-])[O-].[K+].[K+].S(OC)(OC)(=O)=O.C(=O)(O)[O-].[Na+], predict the reaction product. The product is: [CH3:1][N:2]1[CH:6]=[C:5]([N:7]2[C:11](=[O:12])[N:10]([CH3:14])[N:9]=[N:8]2)[C:4]([CH3:13])=[N:3]1. (7) Given the reactants C[O:2][C:3]1[CH:12]=[CH:11][C:10]2[C:5](=[CH:6][CH:7]=[C:8]([C:13]3[CH:18]=[CH:17][CH:16]=[C:15]([O:19]C)[CH:14]=3)[CH:9]=2)[C:4]=1[C:21]1[CH:22]=[C:23]([CH:31]=[CH:32][CH:33]=1)[C:24]([NH:26][S:27]([CH3:30])(=[O:29])=[O:28])=[O:25].Cl.[NH+]1C=CC=CC=1.Cl, predict the reaction product. The product is: [OH:2][C:3]1[CH:12]=[CH:11][C:10]2[C:5](=[CH:6][CH:7]=[C:8]([C:13]3[CH:18]=[CH:17][CH:16]=[C:15]([OH:19])[CH:14]=3)[CH:9]=2)[C:4]=1[C:21]1[CH:22]=[C:23]([CH:31]=[CH:32][CH:33]=1)[C:24]([NH:26][S:27]([CH3:30])(=[O:29])=[O:28])=[O:25]. (8) Given the reactants [F:1][C:2]1[CH:7]=[CH:6][C:5]([C:8]2[O:9][C:10]3[CH:20]=[C:19]([N:21]([CH3:26])[S:22]([CH3:25])(=[O:24])=[O:23])[C:18]([C:27]4[N:32]=[C:31]([C:33]([NH:35][CH2:36][C:37]5[CH:42]=[CH:41][C:40]([F:43])=[CH:39][N:38]=5)=[O:34])[C:30]([OH:44])=[CH:29][CH:28]=4)=[CH:17][C:11]=3[C:12]=2[C:13](=[O:16])[NH:14][CH3:15])=[CH:4][CH:3]=1.[C:45]([O-])([O-])=O.[Cs+].[Cs+].ClCI, predict the reaction product. The product is: [F:1][C:2]1[CH:3]=[CH:4][C:5]([C:8]2[O:9][C:10]3[CH:20]=[C:19]([N:21]([CH3:26])[S:22]([CH3:25])(=[O:24])=[O:23])[C:18]([C:27]4[CH:28]=[CH:29][C:30]5[O:44][CH2:45][N:35]([CH2:36][C:37]6[CH:42]=[CH:41][C:40]([F:43])=[CH:39][N:38]=6)[C:33](=[O:34])[C:31]=5[N:32]=4)=[CH:17][C:11]=3[C:12]=2[C:13]([NH:14][CH3:15])=[O:16])=[CH:6][CH:7]=1. (9) Given the reactants [NH2:1][C@H:2]1[C@H:6]([F:7])[CH2:5][N:4]([C:8]2[N:16]=[C:15]3[C:11]([N:12]=[CH:13][N:14]3[CH:17]([CH3:19])[CH3:18])=[C:10]([NH:20][C:21]3[CH:22]=[N:23][N:24]([CH3:26])[CH:25]=3)[N:9]=2)[CH2:3]1.C([O-])(O)=O.[Na+].[C:32](Cl)(=[O:35])[CH:33]=[CH2:34], predict the reaction product. The product is: [F:7][C@@H:6]1[CH2:5][N:4]([C:8]2[N:16]=[C:15]3[C:11]([N:12]=[CH:13][N:14]3[CH:17]([CH3:19])[CH3:18])=[C:10]([NH:20][C:21]3[CH:22]=[N:23][N:24]([CH3:26])[CH:25]=3)[N:9]=2)[CH2:3][C@H:2]1[NH:1][C:32](=[O:35])[CH:33]=[CH2:34].